This data is from Forward reaction prediction with 1.9M reactions from USPTO patents (1976-2016). The task is: Predict the product of the given reaction. (1) Given the reactants [C:1]([CH:3]([CH:7]1[C:11]([Cl:12])=[C:10](Cl)C(=O)O1)[C:4]([NH2:6])=[O:5])#[N:2].Cl.[C:16]1([S:22]([C:25]2[CH:30]=[CH:29][CH:28]=[CH:27][C:26]=2[CH2:31][NH2:32])(=[O:24])=[O:23])[CH:21]=[CH:20][CH:19]=[CH:18][CH:17]=1.C(=O)([O-])[O-].[K+].[K+].[OH-].[Na+], predict the reaction product. The product is: [ClH:12].[Cl:12][C:11]1[CH:7]=[C:3]([C:4]([NH2:6])=[O:5])[C:1](=[NH:2])[N:32]([CH2:31][C:26]2[CH:27]=[CH:28][CH:29]=[CH:30][C:25]=2[S:22]([C:16]2[CH:17]=[CH:18][CH:19]=[CH:20][CH:21]=2)(=[O:24])=[O:23])[CH:10]=1. (2) Given the reactants [F:1][C:2]1[CH:7]=[CH:6][C:5]([C:8](=[O:10])[CH3:9])=[C:4]([OH:11])[CH:3]=1.O.[O-2].[O-2].[O-2].O=[Si]=O.O=[Si]=O.O=[Si]=O.O=[Si]=O.[Al+3].[Al+3].[Br:30]Br, predict the reaction product. The product is: [Br:30][CH2:9][C:8]([C:5]1[CH:6]=[CH:7][C:2]([F:1])=[CH:3][C:4]=1[OH:11])=[O:10]. (3) Given the reactants N[CH2:2][CH2:3][CH2:4][CH2:5][O:6][C:7]1[CH:16]=[CH:15][CH:14]=[C:13]([OH:17])[C:8]=1[C:9]([O:11][CH3:12])=[O:10].[C:18]([NH:21][C@H:22]([C:67]([OH:69])=O)[CH2:23][C:24]1[CH:29]=[CH:28][C:27]([N:30]([C:53](=[O:64])[C:54]([O:56][CH2:57][C:58]2[CH:63]=[CH:62][CH:61]=[CH:60][CH:59]=2)=[O:55])[C:31]2[CH:36]=[CH:35][CH:34]=[CH:33][C:32]=2[C:37]([O:39][CH:40]([C:47]2[CH:52]=[CH:51][CH:50]=[CH:49][CH:48]=2)[C:41]2[CH:46]=[CH:45][CH:44]=[CH:43][CH:42]=2)=[O:38])=[C:26]([CH2:65][CH3:66])[CH:25]=1)(=[O:20])[CH3:19].F[B-](F)(F)F.[N:75]1(OC(N(C)C)=[N+](C)C)[C:79]2C=CC=CC=2N=N1.C(N(C(C)C)CC)(C)C, predict the reaction product. The product is: [C:18]([NH:21][CH:22]([CH2:23][C:24]1[CH:29]=[CH:28][C:27]([N:30]([C:53](=[O:64])[C:54]([O:56][CH2:57][C:58]2[CH:63]=[CH:62][CH:61]=[CH:60][CH:59]=2)=[O:55])[C:31]2[CH:36]=[CH:35][CH:34]=[CH:33][C:32]=2[C:37]([O:39][CH:40]([C:41]2[CH:42]=[CH:43][CH:44]=[CH:45][CH:46]=2)[C:47]2[CH:52]=[CH:51][CH:50]=[CH:49][CH:48]=2)=[O:38])=[C:26]([CH2:65][CH3:66])[CH:25]=1)[C:67]([NH:75][CH2:79][CH2:2][CH2:3][CH2:4][CH2:5][O:6][C:7]1[CH:16]=[CH:15][CH:14]=[C:13]([OH:17])[C:8]=1[C:9]([O:11][CH3:12])=[O:10])=[O:69])(=[O:20])[CH3:19]. (4) Given the reactants [OH:1]O.[Cl:3][C:4]1[CH:9]=[C:8]([C:10]([F:13])([F:12])[F:11])[CH:7]=[C:6]([Cl:14])[C:5]=1[N:15]1[C:19]([CH3:20])=[C:18]([S:21][CH3:22])[C:17]([C:23]#[N:24])=[N:16]1.O, predict the reaction product. The product is: [Cl:3][C:4]1[CH:9]=[C:8]([C:10]([F:11])([F:12])[F:13])[CH:7]=[C:6]([Cl:14])[C:5]=1[N:15]1[C:19]([CH3:20])=[C:18]([S:21]([CH3:22])=[O:1])[C:17]([C:23]#[N:24])=[N:16]1.